This data is from Reaction yield outcomes from USPTO patents with 853,638 reactions. The task is: Predict the reaction yield, written as a fraction of the theoretical maximum amount of product (1.0 means a 100% yield; for example, 0.34 means a 34% yield). (1) The reactants are [C:1]1([C@@H:7]2[C@@H:11]([C:12]3[CH:17]=[CH:16][CH:15]=[CH:14][CH:13]=3)[O:10][C:9]3([CH2:22][CH2:21][CH2:20][C@H:19]([CH2:23][NH:24][C:25]4[CH:26]=[C:27]([CH:30]=[CH:31][C:32]=4[N+:33]([O-])=O)[C:28]#[N:29])[CH2:18]3)[O:8]2)[CH:6]=[CH:5][CH:4]=[CH:3][CH:2]=1.CO.[CH:38](OC)(OC)OC. The catalyst is [Fe].C(O)=O.CCOC(C)=O. The product is [C:1]1([C@@H:7]2[C@@H:11]([C:12]3[CH:17]=[CH:16][CH:15]=[CH:14][CH:13]=3)[O:10][C:9]3([CH2:22][CH2:21][CH2:20][C@H:19]([CH2:23][N:24]4[C:25]5[CH:26]=[C:27]([C:28]#[N:29])[CH:30]=[CH:31][C:32]=5[N:33]=[CH:38]4)[CH2:18]3)[O:8]2)[CH:6]=[CH:5][CH:4]=[CH:3][CH:2]=1. The yield is 1.00. (2) The reactants are [CH2:1]([NH:8][C:9]([C:11]1[S:15][C:14]([C:16]2[CH:21]=[N:20][CH:19]=[C:18](I)[N:17]=2)=[N:13][C:12]=1[CH3:23])=[O:10])[C:2]1[CH:7]=[CH:6][CH:5]=[CH:4][CH:3]=1.C([O-])([O-])=O.[Na+].[Na+].[C:30]1([CH2:36]/[CH:37]=[CH:38]/B(O)O)[CH:35]=[CH:34][CH:33]=[CH:32][CH:31]=1.O. The catalyst is COC.C1C=CC(P(C2C=CC=CC=2)[C-]2C=CC=C2)=CC=1.C1C=CC(P(C2C=CC=CC=2)[C-]2C=CC=C2)=CC=1.Cl[Pd]Cl.[Fe+2]. The product is [CH2:1]([NH:8][C:9]([C:11]1[S:15][C:14]([C:16]2[CH:21]=[N:20][CH:19]=[C:18](/[CH:38]=[CH:37]/[CH2:36][C:30]3[CH:35]=[CH:34][CH:33]=[CH:32][CH:31]=3)[N:17]=2)=[N:13][C:12]=1[CH3:23])=[O:10])[C:2]1[CH:7]=[CH:6][CH:5]=[CH:4][CH:3]=1. The yield is 0.500. (3) The reactants are [O:1]1[CH2:6][CH2:5][O:4][C:3]2[C:7]([NH:11][C:12](=[O:14])[CH3:13])=[CH:8][CH:9]=[CH:10][C:2]1=2.[Br:15]Br. The catalyst is C(Cl)(Cl)Cl. The product is [Br:15][C:10]1[C:2]2[O:1][CH2:6][CH2:5][O:4][C:3]=2[C:7]([NH:11][C:12](=[O:14])[CH3:13])=[CH:8][CH:9]=1. The yield is 0.640.